Dataset: Peptide-MHC class I binding affinity with 185,985 pairs from IEDB/IMGT. Task: Regression. Given a peptide amino acid sequence and an MHC pseudo amino acid sequence, predict their binding affinity value. This is MHC class I binding data. (1) The peptide sequence is QMAPVSAMVR. The MHC is HLA-A03:01 with pseudo-sequence HLA-A03:01. The binding affinity (normalized) is 0.421. (2) The peptide sequence is APLPIHTAEL. The MHC is Patr-A0701 with pseudo-sequence Patr-A0701. The binding affinity (normalized) is 0.0458.